Dataset: Experimentally validated miRNA-target interactions with 360,000+ pairs, plus equal number of negative samples. Task: Binary Classification. Given a miRNA mature sequence and a target amino acid sequence, predict their likelihood of interaction. (1) Result: 0 (no interaction). The miRNA is hsa-miR-4693-3p with sequence UGAGAGUGGAAUUCACAGUAUUU. The protein sequence of the target gene is MNMPQSLGTQPLPPEPPSLGTPIEGSGAIAPTEHCWPVRPTLRNELDTFSVHFYIFFGPSVALPPERPAVFALRLLPVLDSGGVLSLELQLNASSLRQENVTVFGCLTHEVPLSLGDAAVTCSKESLAGFLLSVSATSRVARLRIPFPQTGTWFLTLRSLCGVGPRFVRCRNATAEVRLRTFLSPCVDDCGPYGQCKLLRTHNYLYAACECKAGWRGWGCTDSADALTYGFQLLSTLLLCLSNLMFLPPVVLAIRSRYVLEAAVYTFTMFFSTFYHACDQPGIVVFCIMDYDVLQFCDFL.... (2) The miRNA is mmu-miR-291a-3p with sequence AAAGUGCUUCCACUUUGUGUGC. The protein sequence of the target gene is MESERDMYRQFQDWCLRTYGDSGKTKTVTRKKYERIVQLLNGSESSSTDNAKFKFWVKSKGFQLGQPDEVRGGGGGAKQVLFVRVKTTDGVGVDEKLSLRRVAVVEDFFDIIYSMHVETGPNGEQIRKHAGQKRTYKAISESYAFLPREAVTRFLMSCSECQKRMHLNPDGTDHKDNGKPPTLVTSMIDYNMPITMAYMKHMKLQLLNSQQDEDESSIESDEFDMSDSTRMSAVNSDLSSNLEERMQSPQTVHGQQDDDSAAESSNGNETLGHSSAASGGAHGREPEDSSSDGKTGLEQE.... Result: 0 (no interaction). (3) The miRNA is rno-miR-181b-5p with sequence AACAUUCAUUGCUGUCGGUGGGU. The protein sequence of the target gene is MKGCSSYLMYSFGGLLSLWILLVSSTNQCTVRYNVADCSHLKLTHIPDDLPSNITVLNLTHNQLRRLPPTNFTRYSQLAILDAGFNSISKLEPELCQILPLLKVLNLQHNELSQISDQTFVFCTNLTELDLMSNSIHKIKSNPFKNQKNLIKLDLSHNGLSSTKLGTGVQLENLQELLLAKNKILALRSEELEFLGNSSLRKLDLSSNPLKEFSPGCFQTIGKLFALLLNNAQLNPHLTEKLCWELSNTSIQNLSLANNQLLATSESTFSGLKWTNLTQLDLSYNNLHDVGNGSFSYLPS.... Result: 0 (no interaction). (4) The miRNA is bta-miR-93 with sequence CAAAGUGCUGUUCGUGCAGGUA. The protein sequence of the target gene is MAAFGRQVLDWHRLIPLTWACMARQTPHLGEQRRTTASLLRKLTTASNGGVIEELSCVRSNNYVQEPECRRNLVQCLLEKQGTPVVQGSLELERVMSSLLDMGFSNAHINELLSVRRGASLQQLLDIISEFILLGLNPEPVCVVLKKSPQLLKLPIMQMRKRSSYLQKLGLGEGKLKRVLYCCPEIFTMRQQDINDTVRLLKEKCLFTVQQVTKILHSCPSVLREDLGQLEYKFQYAYFRMGIKHPDIVKSEYLQYSLTKIKQRHIYLERLGRYQTPDKKGQTQIPNPLLKDILRVSEAE.... Result: 0 (no interaction).